This data is from Catalyst prediction with 721,799 reactions and 888 catalyst types from USPTO. The task is: Predict which catalyst facilitates the given reaction. (1) Reactant: [CH3:1][C:2]1[NH:3][C:4]([NH2:7])=[N:5][N:6]=1.O=[C:9]1[CH2:12][CH:11]([C:13]([O:15][CH2:16][CH3:17])=[O:14])[CH2:10]1.C(O[BH-](OC(=O)C)OC(=O)C)(=O)C.[Na+]. Product: [CH3:1][C:2]1[NH:3][C:4]([NH:7][CH:9]2[CH2:12][CH:11]([C:13]([O:15][CH2:16][CH3:17])=[O:14])[CH2:10]2)=[N:5][N:6]=1. The catalyst class is: 15. (2) Reactant: Br[C:2]1[C:3]([N:20]([CH3:25])[S:21]([CH3:24])(=[O:23])=[O:22])=[CH:4][C:5]2[O:9][C:8]([CH:10]3[CH2:12][C:11]3([F:14])[F:13])=[C:7]([C:15]([NH:17][CH3:18])=[O:16])[C:6]=2[CH:19]=1.[B:26]1([B:26]2[O:30][C:29]([CH3:32])([CH3:31])[C:28]([CH3:34])([CH3:33])[O:27]2)[O:30][C:29]([CH3:32])([CH3:31])[C:28]([CH3:34])([CH3:33])[O:27]1.CC([O-])=O.[K+].O. Product: [F:13][C:11]1([F:14])[CH2:12][CH:10]1[C:8]1[O:9][C:5]2[CH:4]=[C:3]([N:20]([CH3:25])[S:21]([CH3:24])(=[O:23])=[O:22])[C:2]([B:26]3[O:30][C:29]([CH3:32])([CH3:31])[C:28]([CH3:34])([CH3:33])[O:27]3)=[CH:19][C:6]=2[C:7]=1[C:15]([NH:17][CH3:18])=[O:16]. The catalyst class is: 151. (3) Reactant: [Cl:1][C:2]1[CH:7]=[C:6]([CH3:8])[CH:5]=[C:4]([CH3:9])[C:3]=1[N:10]1[CH2:15][CH2:14][CH2:13][C:12]2=[C:16]([C:20](O)([CH2:24][CH2:25][CH3:26])[CH2:21][CH2:22][CH3:23])[N:17]([CH3:19])[N:18]=[C:11]12. Product: [Cl:1][C:2]1[CH:7]=[C:6]([CH3:8])[CH:5]=[C:4]([CH3:9])[C:3]=1[N:10]1[CH2:15][CH2:14][CH2:13][C:12]2=[C:16]([C:20]([CH2:24][CH2:25][CH3:26])=[CH:21][CH2:22][CH3:23])[N:17]([CH3:19])[N:18]=[C:11]12. The catalyst class is: 11. (4) Reactant: [Cl:1][CH2:2][CH2:3][CH2:4][O:5][C:6]1[CH:13]=[CH:12][C:9]([CH:10]=O)=[CH:8][CH:7]=1.[NH:14]1[CH2:19][CH2:18][CH2:17][CH2:16][CH2:15]1.C(O)(=O)C.C(O[BH-](OC(=O)C)OC(=O)C)(=O)C.[Na+]. Product: [Cl:1][CH2:2][CH2:3][CH2:4][O:5][C:6]1[CH:13]=[CH:12][C:9]([CH2:10][N:14]2[CH2:19][CH2:18][CH2:17][CH2:16][CH2:15]2)=[CH:8][CH:7]=1. The catalyst class is: 325. (5) Reactant: C(Cl)CCl.C1C=CC2N(O)N=NC=2C=1.[Cl:15][C:16]1[CH:24]=[C:23]2[C:19]([C:20]([CH2:39][CH2:40][CH2:41][O:42][C:43]3[CH:48]=[C:47]([CH3:49])[C:46]([Cl:50])=[C:45]([CH3:51])[CH:44]=3)=[C:21]([C:25]([NH:27][S:28]([C:31]3[O:35][C:34]([C:36](O)=[O:37])=[CH:33][CH:32]=3)(=[O:30])=[O:29])=[O:26])[NH:22]2)=[CH:18][CH:17]=1.[NH:52]1[CH2:57][CH2:56][O:55][CH2:54][CH2:53]1. The catalyst class is: 2. Product: [Cl:15][C:16]1[CH:24]=[C:23]2[C:19]([C:20]([CH2:39][CH2:40][CH2:41][O:42][C:43]3[CH:44]=[C:45]([CH3:51])[C:46]([Cl:50])=[C:47]([CH3:49])[CH:48]=3)=[C:21]([C:25]([NH:27][S:28]([C:31]3[O:35][C:34]([C:36]([N:52]4[CH2:57][CH2:56][O:55][CH2:54][CH2:53]4)=[O:37])=[CH:33][CH:32]=3)(=[O:29])=[O:30])=[O:26])[NH:22]2)=[CH:18][CH:17]=1.